The task is: Binary Classification. Given a miRNA mature sequence and a target amino acid sequence, predict their likelihood of interaction.. This data is from Experimentally validated miRNA-target interactions with 360,000+ pairs, plus equal number of negative samples. (1) The miRNA is hsa-miR-1269a with sequence CUGGACUGAGCCGUGCUACUGG. The protein sequence of the target gene is MSCSGSGADPEAAPASAASAPGPAPPVSAPAALPSSTAAENKASPAGTAGGPGAGAAAGGTGPLAARAGEPAERRGAAPVSAGGAAPPEGAISNGVYVLPSAANGDVKPVVSSTPLVDFLMQLEDYTPTIPDAVTGYYLNRAGFEASDPRIIRLISLAAQKFISDIANDALQHCKMKGTASGSSRSKSKDRKYTLTMEDLTPALSEYGINVKKPHYFT. Result: 0 (no interaction). (2) The protein sequence of the target gene is MIAHKQKKTKKKRAWASGQLSTDITTSEMGLKSLSSNSIFDPDYIKELVNDIRKFSHMLLYLKEAIFSDCFKEVIHIRLEELLRVLKSIMNKHQNLNSVDLQNAAEMLTAKVKAVNFTEVNEENKNDLFQEVFSSIETLAFTFGNILTNFLMGDVGNDSLLRLPVSRETKSFENVSVESVDSSSEKGNFSPLELDNVLLKNTDSIELALSYAKTWSKYTKNIVSWVEKKLNLELESTRNMVKLAEATRTNIGIQEFMPLQSLFTNALLNDIESSHLLQQTIAALQANKFVQPLLGRKNEM.... The miRNA is hsa-miR-3163 with sequence UAUAAAAUGAGGGCAGUAAGAC. Result: 1 (interaction). (3) The miRNA is hsa-miR-145-5p with sequence GUCCAGUUUUCCCAGGAAUCCCU. The protein sequence of the target gene is MALFVRLLALALALALGPAATLAGPAKSPYQLVLQHSRLRGRQHGPNVCAVQKVIGTNRKYFTNCKQWYQRKICGKSTVISYECCPGYEKVPGEKGCPAALPLSNLYETLGVVGSTTTQLYTDRTEKLRPEMEGPGSFTIFAPSNEAWASLPAEVLDSLVSNVNIELLNALRYHMVGRRVLTDELKHGMTLTSMYQNSNIQIHHYPNGIVTVNCARLLKADHHATNGVVHLIDKVISTITNNIQQIIEIEDTFETLRAAVAASGLNTMLEGNGQYTLLAPTNEAFEKIPSETLNRILGDP.... Result: 1 (interaction).